Dataset: Forward reaction prediction with 1.9M reactions from USPTO patents (1976-2016). Task: Predict the product of the given reaction. (1) Given the reactants Cl.[NH2:2][C@@H:3]1[CH2:5][C@H:4]1[C:6]1[CH:7]=[C:8]([CH:18]=[CH:19][CH:20]=1)[C:9]([NH:11][C:12]1[CH:17]=[CH:16][CH:15]=[CH:14][CH:13]=1)=[O:10].C(=O)([O-])O.[Na+].[CH:26]1([CH:29]=O)[CH2:28][CH2:27]1.[BH4-].[Na+].[C:41](O[C:41]([O:43][C:44]([CH3:47])([CH3:46])[CH3:45])=[O:42])([O:43][C:44]([CH3:47])([CH3:46])[CH3:45])=[O:42], predict the reaction product. The product is: [CH:26]1([CH2:29][N:2]([C@@H:3]2[CH2:5][C@H:4]2[C:6]2[CH:20]=[CH:19][CH:18]=[C:8]([C:9](=[O:10])[NH:11][C:12]3[CH:13]=[CH:14][CH:15]=[CH:16][CH:17]=3)[CH:7]=2)[C:41](=[O:42])[O:43][C:44]([CH3:45])([CH3:46])[CH3:47])[CH2:28][CH2:27]1. (2) Given the reactants CS([C:5]1[N:10]=[C:9]([N:11]2[CH2:15][CH2:14][CH2:13][CH2:12]2)[C:8]([C:16]2[CH:21]=[CH:20][C:19]([Cl:22])=[CH:18][CH:17]=2)=[C:7]([C:23]2[CH:28]=[CH:27][C:26]([Cl:29])=[CH:25][C:24]=2[Cl:30])[N:6]=1)(=O)=O.[CH:31]1([CH2:34][OH:35])[CH2:33][CH2:32]1, predict the reaction product. The product is: [CH:31]1([CH2:34][O:35][C:5]2[N:10]=[C:9]([N:11]3[CH2:15][CH2:14][CH2:13][CH2:12]3)[C:8]([C:16]3[CH:21]=[CH:20][C:19]([Cl:22])=[CH:18][CH:17]=3)=[C:7]([C:23]3[CH:28]=[CH:27][C:26]([Cl:29])=[CH:25][C:24]=3[Cl:30])[N:6]=2)[CH2:33][CH2:32]1. (3) Given the reactants [CH3:1][CH2:2][C:3]1[CH:4]=[C:5]([C:9]([NH2:11])=[S:10])[CH:6]=[CH:7][N:8]=1.Br[CH2:13][C:14]([C:16]1[CH:30]=[CH:29][C:19]([C:20]([NH:22][CH2:23][CH2:24][C:25]([F:28])([F:27])[F:26])=[O:21])=[CH:18][CH:17]=1)=O.C(OCC)(=O)C, predict the reaction product. The product is: [CH2:2]([C:3]1[CH:4]=[C:5]([C:9]2[S:10][CH:13]=[C:14]([C:16]3[CH:17]=[CH:18][C:19]([C:20]([NH:22][CH2:23][CH2:24][C:25]([F:26])([F:27])[F:28])=[O:21])=[CH:29][CH:30]=3)[N:11]=2)[CH:6]=[CH:7][N:8]=1)[CH3:1].